From a dataset of Reaction yield outcomes from USPTO patents with 853,638 reactions. Predict the reaction yield, written as a fraction of the theoretical maximum amount of product (1.0 means a 100% yield; for example, 0.34 means a 34% yield). The reactants are [Mg].[Cl:2][C:3]1[CH:8]=[C:7]([O:9][C:10]2[CH:15]=[CH:14][C:13]([Cl:16])=[CH:12][CH:11]=2)[CH:6]=[CH:5][C:4]=1I.[N:18]1([CH:23]2[CH2:29][CH2:28][CH2:27][CH2:26][CH2:25][C:24]2=[O:30])[CH:22]=[N:21][CH:20]=[N:19]1.[Cl-].[Li+]. The catalyst is C1COCC1.BrBr.ClCCl. The product is [Cl:2][C:3]1[CH:8]=[C:7]([O:9][C:10]2[CH:15]=[CH:14][C:13]([Cl:16])=[CH:12][CH:11]=2)[CH:6]=[CH:5][C:4]=1[C:24]1([OH:30])[CH2:25][CH2:26][CH2:27][CH2:28][CH2:29][CH:23]1[N:18]1[CH:22]=[N:21][CH:20]=[N:19]1. The yield is 0.180.